Predict the reactants needed to synthesize the given product. From a dataset of Full USPTO retrosynthesis dataset with 1.9M reactions from patents (1976-2016). (1) The reactants are: [Si:1]([O:18][CH2:19][C:20]([O:22]CC)=O)([C:14]([CH3:17])([CH3:16])[CH3:15])([C:8]1[CH:13]=[CH:12][CH:11]=[CH:10][CH:9]=1)[C:2]1[CH:7]=[CH:6][CH:5]=[CH:4][CH:3]=1.[CH2:25]([Mg]Cl)[CH2:26][CH3:27].[Cl-].[NH4+]. Given the product [Si:1]([O:18][CH2:19][C:20]1([OH:22])[CH2:25][CH:26]1[CH3:27])([C:14]([CH3:17])([CH3:15])[CH3:16])([C:2]1[CH:7]=[CH:6][CH:5]=[CH:4][CH:3]=1)[C:8]1[CH:13]=[CH:12][CH:11]=[CH:10][CH:9]=1, predict the reactants needed to synthesize it. (2) Given the product [CH2:50]([N:9]([CH2:1][CH2:2][CH2:3][CH2:4][CH2:5][CH2:6][CH2:7][CH3:8])[C:10]1[CH:15]=[CH:14][C:13]([N:16]=[N:17][C:18]2[CH:23]=[C:22]([O:59][CH2:66][CH2:67][OH:64])[C:21]([N:31]=[N:32][C:33]3[CH:34]=[CH:35][C:36]([N+:39]([O-:41])=[O:40])=[CH:37][CH:38]=3)=[CH:20][C:19]=2[O:42][CH2:61][CH2:60][OH:63])=[C:12]([CH3:49])[CH:11]=1)[CH2:51][CH2:52][CH2:53][CH2:54][CH2:55][CH2:56][CH3:57], predict the reactants needed to synthesize it. The reactants are: [CH2:1]([N:9]([CH2:50][CH2:51][CH2:52][CH2:53][CH2:54][CH2:55][CH2:56][CH3:57])[C:10]1[CH:15]=[CH:14][C:13]([N:16]=[N:17][C:18]2[CH:23]=[C:22](OCCCC([O-])=O)[C:21]([N:31]=[N:32][C:33]3[CH:38]=[CH:37][C:36]([N+:39]([O-:41])=[O:40])=[CH:35][CH:34]=3)=[CH:20][C:19]=2[O:42]CCCC([O-])=O)=[C:12]([CH3:49])[CH:11]=1)[CH2:2][CH2:3][CH2:4][CH2:5][CH2:6][CH2:7][CH3:8].[Li+].[OH-:59].[C:60]([OH:63])(=O)[CH3:61].[OH2:64].O1CC[CH2:67][CH2:66]1.